Dataset: Full USPTO retrosynthesis dataset with 1.9M reactions from patents (1976-2016). Task: Predict the reactants needed to synthesize the given product. (1) Given the product [C:1]([C:3]1([NH:6][C:7]([C@@H:9]2[CH2:13][C@@H:12]([S:14]([C:17]3[CH:22]=[CH:21][CH:20]=[C:19]([C:23]([F:26])([F:24])[F:25])[CH:18]=3)(=[O:16])=[O:15])[CH2:11][N:10]2[C:37]([C:34]2([N:28]3[CH2:33][CH2:32][CH2:31][CH2:30][CH2:29]3)[CH2:35][CH2:36]2)=[O:38])=[O:8])[CH2:4][CH2:5]1)#[N:2], predict the reactants needed to synthesize it. The reactants are: [C:1]([C:3]1([NH:6][C:7]([C@@H:9]2[CH2:13][C@@H:12]([S:14]([C:17]3[CH:22]=[CH:21][CH:20]=[C:19]([C:23]([F:26])([F:25])[F:24])[CH:18]=3)(=[O:16])=[O:15])[CH2:11][NH:10]2)=[O:8])[CH2:5][CH2:4]1)#[N:2].Cl.[N:28]1([C:34]2([C:37](O)=[O:38])[CH2:36][CH2:35]2)[CH2:33][CH2:32][CH2:31][CH2:30][CH2:29]1. (2) Given the product [Cl:29][C:30]1[C:31]([CH2:14][NH:16][C:11]([C@H:8]2[CH2:7][N:6]3[C:2](=[O:1])[O:3][CH2:4][C@@H:5]3[CH2:10][CH2:9]2)=[O:13])=[N:32][CH:33]=[CH:34][N:35]=1, predict the reactants needed to synthesize it. The reactants are: [O:1]=[C:2]1[N:6]2[CH2:7][C@H:8]([C:11]([OH:13])=O)[CH2:9][CH2:10][C@H:5]2[CH2:4][O:3]1.[CH2:14]([N:16](CC)CC)C.ClC(OCC(C)C)=O.[Cl:29][C:30]1[C:31](NC)=[N:32][CH:33]=[CH:34][N:35]=1. (3) Given the product [C:7]([C:11]1[CH:19]=[CH:18][C:14]([C:15]([NH2:21])=[O:16])=[C:13]([F:20])[CH:12]=1)([CH3:10])([CH3:9])[CH3:8], predict the reactants needed to synthesize it. The reactants are: C(Cl)(=O)C(Cl)=O.[C:7]([C:11]1[CH:19]=[CH:18][C:14]([C:15](O)=[O:16])=[C:13]([F:20])[CH:12]=1)([CH3:10])([CH3:9])[CH3:8].[NH3:21]. (4) The reactants are: Br[C:2]1[C:3]([N:22]2[CH2:26][CH2:25][C@@H:24]([OH:27])[CH2:23]2)=[N:4][CH:5]=[C:6]([CH:21]=1)[C:7]([NH:9][C:10]1[CH:15]=[CH:14][C:13]([O:16][C:17]([F:20])([F:19])[F:18])=[CH:12][CH:11]=1)=[O:8].[Cl:28][C:29]1[CH:30]=[C:31](B(O)O)[CH:32]=[N:33][CH:34]=1. Given the product [Cl:28][C:29]1[CH:30]=[C:31]([C:2]2[C:3]([N:22]3[CH2:26][CH2:25][C@@H:24]([OH:27])[CH2:23]3)=[N:4][CH:5]=[C:6]([C:7]([NH:9][C:10]3[CH:11]=[CH:12][C:13]([O:16][C:17]([F:18])([F:19])[F:20])=[CH:14][CH:15]=3)=[O:8])[CH:21]=2)[CH:32]=[N:33][CH:34]=1, predict the reactants needed to synthesize it. (5) The reactants are: [CH3:1][C:2]1([CH3:20])[CH2:6][CH2:5][CH2:4][CH:3]1[C:7]1[C:8]([NH2:19])=[CH:9][C:10]([N:13]2[CH2:18][CH2:17][O:16][CH2:15][CH2:14]2)=[N:11][CH:12]=1.Cl[C:22]1[C:31]2[C:26](=[CH:27][C:28]([F:33])=[CH:29][C:30]=2[F:32])[N:25]=[C:24]([C:34]2[CH:39]=[CH:38][CH:37]=[CH:36][N:35]=2)[C:23]=1[CH3:40].C1(P(C2CCCCC2)C2C=CC=CC=2C2C(C(C)C)=CC(C(C)C)=CC=2C(C)C)CCCCC1.CC(C)([O-])C.[Na+]. Given the product [CH3:1][C:2]1([CH3:20])[CH2:6][CH2:5][CH2:4][CH:3]1[C:7]1[C:8]([NH:19][C:22]2[C:31]3[C:26](=[CH:27][C:28]([F:33])=[CH:29][C:30]=3[F:32])[N:25]=[C:24]([C:34]3[CH:39]=[CH:38][CH:37]=[CH:36][N:35]=3)[C:23]=2[CH3:40])=[CH:9][C:10]([N:13]2[CH2:14][CH2:15][O:16][CH2:17][CH2:18]2)=[N:11][CH:12]=1, predict the reactants needed to synthesize it.